Dataset: Forward reaction prediction with 1.9M reactions from USPTO patents (1976-2016). Task: Predict the product of the given reaction. (1) Given the reactants [Cl:1][C:2]1[CH:17]=[CH:16][C:5]2[N:6]=[C:7]([N:9]3[CH2:14][CH2:13][CH:12]([NH2:15])[CH2:11][CH2:10]3)[S:8][C:4]=2[CH:3]=1.[CH3:18][C:19]([CH3:21])=O.C(O)(=O)C, predict the reaction product. The product is: [Cl:1][C:2]1[CH:17]=[CH:16][C:5]2[N:6]=[C:7]([N:9]3[CH2:10][CH2:11][CH:12]([NH:15][CH:19]([CH3:21])[CH3:18])[CH2:13][CH2:14]3)[S:8][C:4]=2[CH:3]=1. (2) The product is: [CH:1]1([C:6]2[CH:13]=[CH:12][C:9]([CH2:10][OH:11])=[CH:8][C:7]=2[C:14]([F:15])([F:16])[F:17])[CH2:2][CH2:3][CH2:4][CH2:5]1. Given the reactants [CH:1]1([C:6]2[CH:13]=[CH:12][C:9]([CH:10]=[O:11])=[CH:8][C:7]=2[C:14]([F:17])([F:16])[F:15])[CH2:5][CH2:4][CH2:3][CH2:2]1.[BH4-].[Na+], predict the reaction product.